This data is from Reaction yield outcomes from USPTO patents with 853,638 reactions. The task is: Predict the reaction yield, written as a fraction of the theoretical maximum amount of product (1.0 means a 100% yield; for example, 0.34 means a 34% yield). (1) The reactants are [C:1]12([C:7]3[CH:12]=[CH:11][C:10]([N:13]4[CH2:17][C@H:16]([CH2:18][NH:19][C:20](=[O:22])[CH3:21])[O:15][C:14]4=[O:23])=[CH:9][CH:8]=3)[CH2:6][CH:5]1[CH2:4][NH:3][CH2:2]2.C[CH2:25][N:26](C(C)C)C(C)C.N#CBr. The catalyst is CN(C=O)C.O. The product is [C:25]([N:3]1[CH2:4][CH:5]2[C:1]([C:7]3[CH:8]=[CH:9][C:10]([N:13]4[CH2:17][C@H:16]([CH2:18][NH:19][C:20](=[O:22])[CH3:21])[O:15][C:14]4=[O:23])=[CH:11][CH:12]=3)([CH2:6]2)[CH2:2]1)#[N:26]. The yield is 0.260. (2) The reactants are [CH3:1][C@@H:2]1[N:8]([C:9](=[O:15])[CH2:10][S:11]([CH3:14])(=[O:13])=[O:12])[C:7]2[CH:16]=[CH:17][CH:18]=[CH:19][C:6]=2[NH:5][C:4](=[O:20])[C@H:3]1[NH:21][C:22](=[O:28])[O:23][C:24]([CH3:27])([CH3:26])[CH3:25].[Br:29][C:30]1[CH:31]=[C:32]2[C:37](=[CH:38][CH:39]=1)[C:36]([CH2:40]Cl)=[C:35]([O:42][CH3:43])[CH:34]=[CH:33]2.C(=O)([O-])[O-].[Cs+].[Cs+].[I-].[Na+]. The catalyst is CN(C=O)C.CCOC(C)=O. The product is [Br:29][C:30]1[CH:31]=[C:32]2[C:37](=[CH:38][CH:39]=1)[C:36]([CH2:40][N:5]1[C:4](=[O:20])[C@@H:3]([NH:21][C:22](=[O:28])[O:23][C:24]([CH3:27])([CH3:26])[CH3:25])[C@H:2]([CH3:1])[N:8]([C:9](=[O:15])[CH2:10][S:11]([CH3:14])(=[O:13])=[O:12])[C:7]3[CH:16]=[CH:17][CH:18]=[CH:19][C:6]1=3)=[C:35]([O:42][CH3:43])[CH:34]=[CH:33]2. The yield is 0.780.